The task is: Regression. Given two drug SMILES strings and cell line genomic features, predict the synergy score measuring deviation from expected non-interaction effect.. This data is from NCI-60 drug combinations with 297,098 pairs across 59 cell lines. (1) Drug 1: C1=CC(=CC=C1C#N)C(C2=CC=C(C=C2)C#N)N3C=NC=N3. Drug 2: C1=NC2=C(N=C(N=C2N1C3C(C(C(O3)CO)O)F)Cl)N. Cell line: RPMI-8226. Synergy scores: CSS=3.48, Synergy_ZIP=1.57, Synergy_Bliss=0.666, Synergy_Loewe=3.08, Synergy_HSA=-1.37. (2) Drug 1: C1=NC2=C(N1)C(=S)N=C(N2)N. Drug 2: CC1=CC=C(C=C1)C2=CC(=NN2C3=CC=C(C=C3)S(=O)(=O)N)C(F)(F)F. Cell line: NCI-H226. Synergy scores: CSS=10.6, Synergy_ZIP=-6.52, Synergy_Bliss=-1.93, Synergy_Loewe=-1.42, Synergy_HSA=-1.66. (3) Drug 1: C1CC(=O)NC(=O)C1N2C(=O)C3=CC=CC=C3C2=O. Drug 2: CC1C(C(CC(O1)OC2CC(CC3=C2C(=C4C(=C3O)C(=O)C5=CC=CC=C5C4=O)O)(C(=O)C)O)N)O. Cell line: NCI-H322M. Synergy scores: CSS=33.4, Synergy_ZIP=-9.15, Synergy_Bliss=-2.47, Synergy_Loewe=-48.3, Synergy_HSA=-2.95. (4) Drug 1: C1=C(C(=O)NC(=O)N1)N(CCCl)CCCl. Drug 2: CC1C(C(=O)NC(C(=O)N2CCCC2C(=O)N(CC(=O)N(C(C(=O)O1)C(C)C)C)C)C(C)C)NC(=O)C3=C4C(=C(C=C3)C)OC5=C(C(=O)C(=C(C5=N4)C(=O)NC6C(OC(=O)C(N(C(=O)CN(C(=O)C7CCCN7C(=O)C(NC6=O)C(C)C)C)C)C(C)C)C)N)C. Cell line: MOLT-4. Synergy scores: CSS=76.1, Synergy_ZIP=15.4, Synergy_Bliss=15.0, Synergy_Loewe=16.0, Synergy_HSA=16.1. (5) Drug 1: C1=CC(=CC=C1CCCC(=O)O)N(CCCl)CCCl. Drug 2: CC1CCC2CC(C(=CC=CC=CC(CC(C(=O)C(C(C(=CC(C(=O)CC(OC(=O)C3CCCCN3C(=O)C(=O)C1(O2)O)C(C)CC4CCC(C(C4)OC)O)C)C)O)OC)C)C)C)OC. Cell line: OVCAR3. Synergy scores: CSS=14.0, Synergy_ZIP=-13.8, Synergy_Bliss=-12.0, Synergy_Loewe=-9.67, Synergy_HSA=-7.75. (6) Drug 1: CC1=C(C=C(C=C1)NC2=NC=CC(=N2)N(C)C3=CC4=NN(C(=C4C=C3)C)C)S(=O)(=O)N.Cl. Drug 2: CCN(CC)CCCC(C)NC1=C2C=C(C=CC2=NC3=C1C=CC(=C3)Cl)OC. Cell line: TK-10. Synergy scores: CSS=32.8, Synergy_ZIP=6.58, Synergy_Bliss=7.33, Synergy_Loewe=2.43, Synergy_HSA=7.15. (7) Drug 1: CC1=C(C=C(C=C1)NC(=O)C2=CC=C(C=C2)CN3CCN(CC3)C)NC4=NC=CC(=N4)C5=CN=CC=C5. Drug 2: C1CN(CCN1C(=O)CCBr)C(=O)CCBr. Cell line: NCI-H460. Synergy scores: CSS=37.4, Synergy_ZIP=5.97, Synergy_Bliss=5.02, Synergy_Loewe=3.85, Synergy_HSA=6.42.